From a dataset of Full USPTO retrosynthesis dataset with 1.9M reactions from patents (1976-2016). Predict the reactants needed to synthesize the given product. (1) The reactants are: [F:1][C:2]1[CH:3]=[C:4]2[C:9](=[C:10]([NH2:12])[CH:11]=1)[N:8]=[CH:7][CH:6]=[CH:5]2.[C:13]([C:15]1[N:20]=[CH:19][C:18]([S:21](Cl)(=[O:23])=[O:22])=[CH:17][CH:16]=1)#[N:14].N1C=CC=CC=1. Given the product [F:1][C:2]1[CH:3]=[C:4]2[C:9](=[C:10]([NH:12][S:21]([C:18]3[CH:19]=[N:20][C:15]([C:13]#[N:14])=[CH:16][CH:17]=3)(=[O:22])=[O:23])[CH:11]=1)[N:8]=[CH:7][CH:6]=[CH:5]2, predict the reactants needed to synthesize it. (2) The reactants are: [CH2:1]([O:3][C:4](=[O:15])[CH2:5][CH2:6][C:7]1[CH:12]=[CH:11][C:10]([OH:13])=[C:9]([CH3:14])[CH:8]=1)[CH3:2].Cl[CH2:17][C:18]1[C:19]([CH3:34])=[N:20][C:21]([C:24]2[CH:29]=[CH:28][C:27]([C:30]([F:33])([F:32])[F:31])=[CH:26][CH:25]=2)=[CH:22][CH:23]=1. Given the product [CH2:1]([O:3][C:4](=[O:15])[CH2:5][CH2:6][C:7]1[CH:12]=[CH:11][C:10]([O:13][CH2:17][C:18]2[C:19]([CH3:34])=[N:20][C:21]([C:24]3[CH:25]=[CH:26][C:27]([C:30]([F:33])([F:31])[F:32])=[CH:28][CH:29]=3)=[CH:22][CH:23]=2)=[C:9]([CH3:14])[CH:8]=1)[CH3:2], predict the reactants needed to synthesize it.